Predict the reaction yield, written as a fraction of the theoretical maximum amount of product (1.0 means a 100% yield; for example, 0.34 means a 34% yield). From a dataset of Reaction yield outcomes from USPTO patents with 853,638 reactions. (1) The reactants are [O:1]([C:8]1[C:9]([NH:24][C:25]2[S:26][CH:27]=[C:28]([CH:30]3[CH2:35][CH2:34][NH:33][CH2:32][CH2:31]3)[N:29]=2)=[N:10][CH:11]=[C:12]([S:14][C:15]2[CH:20]=[CH:19][N:18]=[C:17]3[CH:21]=[CH:22][S:23][C:16]=23)[CH:13]=1)[C:2]1[CH:7]=[CH:6][CH:5]=[CH:4][CH:3]=1.C(N(CC)CC)C.[C:43]([Cl:46])(=[O:45])[CH3:44].C([O-])(O)=O.[Na+].[ClH:52]. The catalyst is C1COCC1. The product is [ClH:46].[ClH:52].[O:1]([C:8]1[C:9]([NH:24][C:25]2[S:26][CH:27]=[C:28]([CH:30]3[CH2:35][CH2:34][N:33]([C:43](=[O:45])[CH3:44])[CH2:32][CH2:31]3)[N:29]=2)=[N:10][CH:11]=[C:12]([S:14][C:15]2[CH:20]=[CH:19][N:18]=[C:17]3[CH:21]=[CH:22][S:23][C:16]=23)[CH:13]=1)[C:2]1[CH:7]=[CH:6][CH:5]=[CH:4][CH:3]=1. The yield is 0.359. (2) The reactants are [F-].C([N+](CCCC)(CCCC)CCCC)CCC.[Cl:19][C:20]1[CH:25]=[CH:24][N:23]=[C:22]2[N:26](S(C3C=CC(C)=CC=3)(=O)=O)[CH:27]=[C:28]([C:29]([F:32])([F:31])[F:30])[C:21]=12.C([O-])(O)=O.[Na+]. The catalyst is C1COCC1. The product is [Cl:19][C:20]1[CH:25]=[CH:24][N:23]=[C:22]2[NH:26][CH:27]=[C:28]([C:29]([F:30])([F:31])[F:32])[C:21]=12. The yield is 0.740. (3) The yield is 0.780. The product is [OH:10][CH2:9][C:3]1[CH:2]=[CH:1][C:6]([CH:7]=[O:8])=[CH:5][CH:4]=1. The catalyst is [Pd].CO. The reactants are [CH:1]1[C:6]([CH:7]=[O:8])=[CH:5][CH:4]=[C:3]([CH:9]=[O:10])[CH:2]=1.NCC1C=CC=CN=1.[H][H]. (4) The reactants are [C:1]([O:5][C:6]([NH:8][C@@H:9]([CH2:15][CH2:16][C:17](=[O:21])[CH:18]=[N+]=[N-])[C:10]([O:12][CH2:13][CH3:14])=[O:11])=[O:7])([CH3:4])([CH3:3])[CH3:2]. The catalyst is C(Cl)Cl. The product is [O:21]=[C:17]1[CH2:18][N:8]([C:6]([O:5][C:1]([CH3:4])([CH3:3])[CH3:2])=[O:7])[C@H:9]([C:10]([O:12][CH2:13][CH3:14])=[O:11])[CH2:15][CH2:16]1. The yield is 0.550. (5) The product is [C:1]([O:4][CH:5]([CH3:9])[C:6]([Cl:13])=[O:7])(=[O:3])[CH3:2]. No catalyst specified. The reactants are [C:1]([O:4][CH:5]([CH3:9])[C:6](O)=[O:7])(=[O:3])[CH3:2].C(Cl)(=O)C([Cl:13])=O. The yield is 1.00. (6) The reactants are [C:1]([O:5][C:6](=[O:21])[C:7]1[CH:12]=[CH:11][C:10]([N:13]2[CH2:18][CH2:17][N:16]([CH3:19])[CH2:15][CH2:14]2)=[CH:9][C:8]=1[NH2:20])([CH3:4])([CH3:3])[CH3:2].[O:22]1[CH2:27][CH2:26][C:25](=O)[CH2:24][CH2:23]1.FC(F)(F)C(O)=O.C(O[BH-](OC(=O)C)OC(=O)C)(=O)C.C[N+](C)(C)C. The catalyst is ClCCl. The product is [C:1]([O:5][C:6](=[O:21])[C:7]1[CH:12]=[CH:11][C:10]([N:13]2[CH2:18][CH2:17][N:16]([CH3:19])[CH2:15][CH2:14]2)=[CH:9][C:8]=1[NH:20][CH:25]1[CH2:26][CH2:27][O:22][CH2:23][CH2:24]1)([CH3:4])([CH3:2])[CH3:3]. The yield is 0.900.